This data is from Reaction yield outcomes from USPTO patents with 853,638 reactions. The task is: Predict the reaction yield, written as a fraction of the theoretical maximum amount of product (1.0 means a 100% yield; for example, 0.34 means a 34% yield). (1) The reactants are Br[C:2]1[CH:7]=[CH:6][C:5](/[N:8]=[C:9]2\[C:10](=[O:24])[N:11]([C:18]3[CH:23]=[CH:22][CH:21]=[CH:20][CH:19]=3)[C:12]3[C:17]\2=[CH:16][CH:15]=[CH:14][CH:13]=3)=[CH:4][CH:3]=1.[S:25]1[CH:29]=[CH:28][C:27](B(O)O)=[CH:26]1.C([O-])([O-])=O.[Na+].[Na+]. The catalyst is C1COCC1.C1C=CC([P]([Pd]([P](C2C=CC=CC=2)(C2C=CC=CC=2)C2C=CC=CC=2)([P](C2C=CC=CC=2)(C2C=CC=CC=2)C2C=CC=CC=2)[P](C2C=CC=CC=2)(C2C=CC=CC=2)C2C=CC=CC=2)(C2C=CC=CC=2)C2C=CC=CC=2)=CC=1. The product is [C:18]1([N:11]2[C:12]3[C:17](=[CH:16][CH:15]=[CH:14][CH:13]=3)/[C:9](=[N:8]/[C:5]3[CH:6]=[CH:7][C:2]([C:27]4[CH:28]=[CH:29][S:25][CH:26]=4)=[CH:3][CH:4]=3)/[C:10]2=[O:24])[CH:23]=[CH:22][CH:21]=[CH:20][CH:19]=1. The yield is 0.350. (2) The reactants are [Br:1][C:2]1[CH:7]=[CH:6][C:5]([C:8](=[O:10])[CH3:9])=[CH:4][CH:3]=1.[Br:11]Br. The catalyst is C(O)(=O)C. The product is [Br:11][CH2:9][C:8]([C:5]1[CH:6]=[CH:7][C:2]([Br:1])=[CH:3][CH:4]=1)=[O:10]. The yield is 0.670. (3) The reactants are [H-].[Na+].[CH3:3][S:4]([NH2:7])(=[O:6])=[O:5].[F:8][C:9]1[CH:10]=[C:11]([C:33](O)=[O:34])[C:12]2[CH2:13][C:14]([CH3:32])([CH3:31])[CH:15]([C:19]3[CH:24]=[CH:23][CH:22]=[C:21]([N:25]4[CH2:30][CH2:29][O:28][CH2:27][CH2:26]4)[CH:20]=3)[NH:16][C:17]=2[CH:18]=1.C(N1C=CN=C1)(N1C=CN=C1)=O. The catalyst is CN(C)C=O. The product is [F:8][C:9]1[CH:10]=[C:11]([C:33]([NH:7][S:4]([CH3:3])(=[O:6])=[O:5])=[O:34])[C:12]2[CH2:13][C:14]([CH3:31])([CH3:32])[CH:15]([C:19]3[CH:24]=[CH:23][CH:22]=[C:21]([N:25]4[CH2:26][CH2:27][O:28][CH2:29][CH2:30]4)[CH:20]=3)[NH:16][C:17]=2[CH:18]=1. The yield is 0.200. (4) The reactants are [Cl:1][C:2]1[CH:7]=[CH:6][CH:5]=[C:4]([F:8])[C:3]=1[CH3:9].[Br:10]Br. The catalyst is [Fe].ClCCl. The product is [Br:10][C:7]1[C:2]([Cl:1])=[C:3]([CH3:9])[C:4]([F:8])=[CH:5][CH:6]=1. The yield is 0.980. (5) The reactants are [I:1][C:2]1[CH:7]=[CH:6][C:5]([C:8]2(NC)[CH2:13][CH2:12][N:11]([CH3:14])[CH2:10][CH2:9]2)=[CH:4][CH:3]=1.[F:17][C:18]1[CH:23]=[C:22]([F:24])[CH:21]=[CH:20][C:19]=1[N:25]=[C:26]=[O:27].C[CH2:29][N:30](C(C)C)C(C)C. The catalyst is C(Cl)Cl.CCOC(C)=O. The product is [F:17][C:18]1[CH:23]=[C:22]([F:24])[CH:21]=[CH:20][C:19]=1[NH:25][C:26]([NH:30][CH2:29][C:8]1([C:5]2[CH:4]=[CH:3][C:2]([I:1])=[CH:7][CH:6]=2)[CH2:9][CH2:10][N:11]([CH3:14])[CH2:12][CH2:13]1)=[O:27]. The yield is 0.720. (6) The reactants are [N+:1]([C:4]1[CH:13]=[CH:12][CH:11]=[C:10]2[C:5]=1[CH:6]=[CH:7][NH:8][C:9]2=[O:14])([O-])=O.[Cl-].[NH4+].O. The catalyst is C(O)C.O1CCCC1.[Zn]. The product is [NH2:1][C:4]1[CH:13]=[CH:12][CH:11]=[C:10]2[C:5]=1[CH:6]=[CH:7][NH:8][C:9]2=[O:14]. The yield is 0.881. (7) The reactants are [OH:1][C:2]1[CH:3]=[C:4]2[C:9](=[CH:10][CH:11]=1)[C:8](=[O:12])[CH2:7][CH2:6][CH2:5]2.[F:13][C:14]([F:19])([F:18])[CH2:15][CH2:16]O.C1(P(C2C=CC=CC=2)C2C=CC=CC=2)C=CC=CC=1.CC(OC(/N=N/C(OC(C)C)=O)=O)C. The catalyst is C1COCC1.CCOC(C)=O. The product is [F:13][C:14]([F:19])([F:18])[CH2:15][CH2:16][O:1][C:2]1[CH:3]=[C:4]2[C:9](=[CH:10][CH:11]=1)[C:8](=[O:12])[CH2:7][CH2:6][CH2:5]2. The yield is 0.530.